Dataset: Experimentally validated miRNA-target interactions with 360,000+ pairs, plus equal number of negative samples. Task: Binary Classification. Given a miRNA mature sequence and a target amino acid sequence, predict their likelihood of interaction. The miRNA is hsa-miR-1271-5p with sequence CUUGGCACCUAGCAAGCACUCA. The protein sequence of the target gene is MWLWEDQGGLLGPFSFVLVLLLVVTRSPFNACVLTGSLYILLRFFSFEPVPSRRALQVLKPRDRVSAIAHRGGSHDAPENTLAAIRQAAKNGATGVELDIEFTSDGVPVLMHDNTVDRTTDGSGRLCDLTFEQVRKLNPAANHRLRNEFPDERIPTLKEAVTECLRHNLTIFFDVKGHADMASAALKNIYTEFPQLYNNSMVCSFLPEVIYKMRQTDQKVITALTHRPWSLSHTGDGKPRYSVFWKQSVFVVLDILLDWSMHNVLWYLCGISAFLMQKDFVSPDYLKKWSAKGIQVVSWT.... Result: 0 (no interaction).